Dataset: Reaction yield outcomes from USPTO patents with 853,638 reactions. Task: Predict the reaction yield, written as a fraction of the theoretical maximum amount of product (1.0 means a 100% yield; for example, 0.34 means a 34% yield). (1) The yield is 0.480. The reactants are [F:1][C:2]1[CH:7]=[CH:6][C:5]([NH:8][C:9]([C:11]2([C:14]([NH:16][C:17]3[CH:22]=[CH:21][C:20]([OH:23])=[C:19]([F:24])[CH:18]=3)=[O:15])[CH2:13][CH2:12]2)=[O:10])=[CH:4][CH:3]=1.[CH2:25]([O:32][C:33]1[CH:42]=[C:41]2[C:36]([C:37](OS(C(F)(F)F)(=O)=O)=[CH:38][CH:39]=[N:40]2)=[CH:35][C:34]=1[O:51][CH3:52])[C:26]1[CH:31]=[CH:30][CH:29]=[CH:28][CH:27]=1.N1C(C)=CC=CC=1C. The product is [F:1][C:2]1[CH:3]=[CH:4][C:5]([NH:8][C:9]([C:11]2([C:14]([NH:16][C:17]3[CH:22]=[CH:21][C:20]([O:23][C:37]4[C:36]5[C:41](=[CH:42][C:33]([O:32][CH2:25][C:26]6[CH:31]=[CH:30][CH:29]=[CH:28][CH:27]=6)=[C:34]([O:51][CH3:52])[CH:35]=5)[N:40]=[CH:39][CH:38]=4)=[C:19]([F:24])[CH:18]=3)=[O:15])[CH2:13][CH2:12]2)=[O:10])=[CH:6][CH:7]=1. No catalyst specified. (2) The reactants are [OH:1][C:2]1[C:19]2[C:14](=[CH:15][CH:16]=[CH:17][CH:18]=2)[C:13]([OH:20])=[C:12]2[C:3]=1[C:4](=[O:27])[C:5]1[CH:6]=[C:7]3[C:25](=[O:26])[O:24][C:22](=[O:23])[C:8]3=[CH:9][C:10]=1[C:11]2=[O:21].[CH2:28]([OH:36])[CH2:29][CH2:30][CH2:31][CH2:32][CH2:33][CH2:34][CH3:35].S(=O)(=O)(O)O.O. The catalyst is CO. The product is [CH2:28]([O:36][C:22]([C:8]1[C:7]([C:25]([O:24][CH2:18][CH2:19][CH2:2][CH2:3][CH2:4][CH2:5][CH2:10][CH3:9])=[O:26])=[CH:6][C:5]2[C:4](=[O:27])[C:3]3[C:12](=[C:13]([OH:20])[C:14]4[C:19]([C:2]=3[OH:1])=[CH:18][CH:17]=[CH:16][CH:15]=4)[C:11](=[O:21])[C:10]=2[CH:9]=1)=[O:23])[CH2:29][CH2:30][CH2:31][CH2:32][CH2:33][CH2:34][CH3:35]. The yield is 0.810. (3) The reactants are [Cl-].O[NH3+:3].[C:4](=[O:7])([O-])[OH:5].[Na+].CS(C)=O.[OH:13][C:14]([CH3:50])([CH3:49])[CH2:15][O:16][C@@H:17]1[CH2:20][C@H:19]([N:21]2[C:26](=[O:27])[C:25]([CH2:28][C:29]3[CH:34]=[CH:33][C:32]([C:35]4[C:36]([C:41]#[N:42])=[CH:37][CH:38]=[CH:39][CH:40]=4)=[CH:31][CH:30]=3)=[C:24]([CH2:43][CH2:44][CH3:45])[N:23]3[N:46]=[CH:47][N:48]=[C:22]23)[CH2:18]1. The catalyst is C(OCC)(=O)C. The product is [OH:13][C:14]([CH3:49])([CH3:50])[CH2:15][O:16][C@@H:17]1[CH2:18][C@H:19]([N:21]2[C:26](=[O:27])[C:25]([CH2:28][C:29]3[CH:34]=[CH:33][C:32]([C:35]4[CH:40]=[CH:39][CH:38]=[CH:37][C:36]=4[C:41]4[NH:3][C:4](=[O:7])[O:5][N:42]=4)=[CH:31][CH:30]=3)=[C:24]([CH2:43][CH2:44][CH3:45])[N:23]3[N:46]=[CH:47][N:48]=[C:22]23)[CH2:20]1. The yield is 0.400. (4) The reactants are [NH2:1][C:2]1[CH:7]=[C:6]([O:8][C:9]2[CH:14]=[CH:13][C:12]([N+:15]([O-])=O)=[CH:11][C:10]=2[F:18])[CH:5]=[CH:4][N:3]=1.Cl[C:20](OC1C=CC=CC=1)=[O:21].[N:29]1([CH:34]2[CH2:39][CH2:38][NH:37][CH2:36][CH2:35]2)[CH2:33][CH2:32][CH2:31][CH2:30]1.[H][H]. The yield is 0.710. The catalyst is O1CCCC1.[C].[Pd].CO.CN(C)C=O.C(N(CC)CC)C. The product is [NH2:15][C:12]1[CH:13]=[CH:14][C:9]([O:8][C:6]2[CH:5]=[CH:4][N:3]=[C:2]([NH:1][C:20]([N:37]3[CH2:38][CH2:39][CH:34]([N:29]4[CH2:33][CH2:32][CH2:31][CH2:30]4)[CH2:35][CH2:36]3)=[O:21])[CH:7]=2)=[C:10]([F:18])[CH:11]=1. (5) The catalyst is O.O1CCOCC1. The product is [C:9]([NH:13][CH2:2][CH2:3][S:4]([OH:7])(=[O:6])=[O:5])([CH3:12])([CH3:11])[CH3:10]. The reactants are Br[CH2:2][CH2:3][S:4]([OH:7])(=[O:6])=[O:5].[Na].[C:9]([NH2:13])([CH3:12])([CH3:11])[CH3:10].C(S(O)(=O)=O)=C. The yield is 0.240. (6) The reactants are C(N(CC)C(C)C)(C)C.[CH2:10]([N:17]([CH3:28])[C@H:18]([C:20]([C@:22]([CH3:27])([OH:26])[C:23]([OH:25])=O)=[O:21])[CH3:19])[C:11]1[CH:16]=[CH:15][CH:14]=[CH:13][CH:12]=1.[NH:29]1[CH2:34][CH2:33][CH2:32][CH2:31][CH2:30]1. The catalyst is C(Cl)Cl. The product is [CH2:10]([N:17]([CH3:28])[C@H:18]([C:20]([C@:22]([CH3:27])([OH:26])[C:23]([N:29]1[CH2:34][CH2:33][CH2:32][CH2:31][CH2:30]1)=[O:25])=[O:21])[CH3:19])[C:11]1[CH:12]=[CH:13][CH:14]=[CH:15][CH:16]=1. The yield is 0.558. (7) The reactants are [CH3:1][O:2][C:3](=[O:22])[CH2:4][C:5]([NH:7][O:8][C@H:9]1[C@H:14]([O:15][CH3:16])[C@H:13]([O:17][CH3:18])[C@@H:12]([O:19][CH3:20])[C@H:11]([CH3:21])[O:10]1)=[O:6].[H-].[Na+].Br[CH2:26][C:27]1[CH:32]=[CH:31][C:30]([C:33]2[N:37]=[CH:36][N:35]([C:38]3[CH:43]=[CH:42][C:41]([O:44][C:45]([F:48])([F:47])[F:46])=[CH:40][CH:39]=3)[N:34]=2)=[CH:29][CH:28]=1. The catalyst is C1COCC1.CCOC(C)=O. The product is [CH3:1][O:2][C:3](=[O:22])[CH2:4][C:5]([N:7]([CH2:26][C:27]1[CH:32]=[CH:31][C:30]([C:33]2[N:37]=[CH:36][N:35]([C:38]3[CH:43]=[CH:42][C:41]([O:44][C:45]([F:47])([F:46])[F:48])=[CH:40][CH:39]=3)[N:34]=2)=[CH:29][CH:28]=1)[O:8][C@H:9]1[C@H:14]([O:15][CH3:16])[C@H:13]([O:17][CH3:18])[C@@H:12]([O:19][CH3:20])[C@H:11]([CH3:21])[O:10]1)=[O:6]. The yield is 0.340.